Dataset: Reaction yield outcomes from USPTO patents with 853,638 reactions. Task: Predict the reaction yield, written as a fraction of the theoretical maximum amount of product (1.0 means a 100% yield; for example, 0.34 means a 34% yield). The reactants are Cl.[CH3:2][C:3]([CH2:14][C:15]1[CH:20]=[CH:19][N:18]=[CH:17][CH:16]=1)(C(OCC)=O)[C:4]([O:6]CC)=[O:5]. No catalyst specified. The product is [CH3:2][CH:3]([CH2:14][C:15]1[CH:20]=[CH:19][N:18]=[CH:17][CH:16]=1)[C:4]([OH:6])=[O:5]. The yield is 0.820.